Dataset: Reaction yield outcomes from USPTO patents with 853,638 reactions. Task: Predict the reaction yield, written as a fraction of the theoretical maximum amount of product (1.0 means a 100% yield; for example, 0.34 means a 34% yield). (1) The reactants are [NH:1]1[CH2:6][CH2:5][CH:4]([C:7]2[CH:8]=[CH:9][C:10]3[O:19][CH2:18][CH2:17][C:16]4[N:12]([N:13]=[C:14]([C:20]5[N:21]([CH2:25][C:26]([F:29])([F:28])[F:27])[N:22]=[CH:23][N:24]=5)[CH:15]=4)[C:11]=3[CH:30]=2)[CH2:3][CH2:2]1.C(N(CC)CC)C.[CH:38]([S:40]([CH:43]=C)(=[O:42])=[O:41])=[CH2:39].CO. The catalyst is C(Cl)Cl. The product is [CH3:43][S:40]([CH2:38][CH2:39][N:1]1[CH2:2][CH2:3][CH:4]([C:7]2[CH:8]=[CH:9][C:10]3[O:19][CH2:18][CH2:17][C:16]4[N:12]([N:13]=[C:14]([C:20]5[N:21]([CH2:25][C:26]([F:29])([F:27])[F:28])[N:22]=[CH:23][N:24]=5)[CH:15]=4)[C:11]=3[CH:30]=2)[CH2:5][CH2:6]1)(=[O:42])=[O:41]. The yield is 0.850. (2) The product is [CH2:20]([O:16][C@H:12]1[C@H:11]([O:17][CH2:20][C:21]2[CH:26]=[CH:25][CH:24]=[CH:23][CH:22]=2)[C@@H:10]([CH2:9][O:8][Si:1]([C:4]([CH3:7])([CH3:6])[CH3:5])([CH3:3])[CH3:2])[O:15][CH:14]=[CH:13]1)[C:21]1[CH:26]=[CH:25][CH:24]=[CH:23][CH:22]=1. The catalyst is ClCCl.[Br-].C([N+](CCCC)(CCCC)CCCC)CCC. The yield is 0.600. The reactants are [Si:1]([O:8][CH2:9][C@H:10]1[O:15][CH:14]=[CH:13][C@@H:12]([OH:16])[C@@H:11]1[OH:17])([C:4]([CH3:7])([CH3:6])[CH3:5])([CH3:3])[CH3:2].[OH-].[Na+].[CH2:20](Br)[C:21]1[CH:26]=[CH:25][CH:24]=[CH:23][CH:22]=1. (3) The reactants are [Si]([O:8][C@H:9]([CH3:36])[CH2:10][N:11]([C:22]1[CH:27]=[CH:26][C:25]([C:28]2[C:33]([F:34])=[CH:32][CH:31]=[CH:30][C:29]=2[F:35])=[CH:24][CH:23]=1)[C:12]([C:14]1[C:15]([Cl:21])=[N:16][CH:17]=[N:18][C:19]=1[Cl:20])=[O:13])(C(C)(C)C)(C)C. The catalyst is Cl.O1CCOCC1. The product is [Cl:20][C:19]1[C:14]([C:12]([N:11]([C:22]2[CH:23]=[CH:24][C:25]([C:28]3[C:33]([F:34])=[CH:32][CH:31]=[CH:30][C:29]=3[F:35])=[CH:26][CH:27]=2)[CH2:10][C@H:9]([OH:8])[CH3:36])=[O:13])=[C:15]([Cl:21])[N:16]=[CH:17][N:18]=1. The yield is 0.458. (4) The reactants are C1(C(C2C=CC=CC=2)[N:8]2[CH2:11][CH:10]([N:12]3[CH2:17][CH2:16][N:15]4[C:18](=[O:22])[CH2:19][CH2:20][CH2:21][CH:14]4[CH2:13]3)[CH2:9]2)C=CC=CC=1.C([O-])=O.[NH4+]. The catalyst is C(O)C.[OH-].[OH-].[Pd+2]. The product is [NH:8]1[CH2:9][CH:10]([N:12]2[CH2:17][CH2:16][N:15]3[C:18](=[O:22])[CH2:19][CH2:20][CH2:21][CH:14]3[CH2:13]2)[CH2:11]1. The yield is 1.00. (5) The product is [CH2:10]([C:5]1[CH:6]=[C:7]([CH3:9])[CH:8]=[C:3]([CH2:1][CH3:2])[C:4]=1[CH:12]1[C:13](=[O:26])[CH:14]2[CH:18]([CH2:17][CH:16]([CH2:21][CH2:22][C:23](=[N:30][O:29][CH3:28])[CH3:24])[CH2:15]2)[C:19]1=[O:20])[CH3:11]. The yield is 0.770. The catalyst is C(#N)C.C(OCC)(=O)C. The reactants are [CH2:1]([C:3]1[CH:8]=[C:7]([CH3:9])[CH:6]=[C:5]([CH2:10][CH3:11])[C:4]=1[CH:12]1[C:19](=[O:20])[CH:18]2[CH:14]([CH2:15][CH:16]([CH2:21][CH2:22][CH2:23][CH:24]=O)[CH2:17]2)[C:13]1=[O:26])[CH3:2].Cl.[CH3:28][O:29][NH2:30].C(N(CC)CC)C. (6) The reactants are CC(C)=[O:3].OS(O)(=O)=O.O=[Cr](=O)=O.[Br:14][CH2:15][CH2:16][CH2:17][CH2:18][CH2:19][CH2:20][CH2:21][OH:22]. The catalyst is CC(C)=O. The product is [Br:14][CH2:15][CH2:16][CH2:17][CH2:18][CH2:19][CH2:20][C:21]([OH:3])=[O:22]. The yield is 0.700.